From a dataset of Catalyst prediction with 721,799 reactions and 888 catalyst types from USPTO. Predict which catalyst facilitates the given reaction. (1) Reactant: N#N.[NH2:3][C:4]1[CH:21]=[CH:20][C:19]([O:22][C:23]2[CH:28]=[CH:27][C:26]([Cl:29])=[CH:25][CH:24]=2)=[CH:18][C:5]=1[C:6]([NH:8][C:9]1[CH:14]=[C:13]([Cl:15])[C:12]([Cl:16])=[C:11]([Cl:17])[CH:10]=1)=[O:7].[CH3:30][S:31](Cl)(=[O:33])=[O:32]. Product: [Cl:29][C:26]1[CH:27]=[CH:28][C:23]([O:22][C:19]2[CH:20]=[CH:21][C:4]([NH:3][S:31]([CH3:30])(=[O:33])=[O:32])=[C:5]([CH:18]=2)[C:6]([NH:8][C:9]2[CH:10]=[C:11]([Cl:17])[C:12]([Cl:16])=[C:13]([Cl:15])[CH:14]=2)=[O:7])=[CH:24][CH:25]=1. The catalyst class is: 202. (2) Reactant: Cl.C(OCC)(=O)C.C([O:12][C:13]1[C:14]([CH2:19][N:20]2[CH2:25][CH2:24][CH:23]([C:26](=[O:36])[CH2:27][C:28]3[CH:33]=[CH:32][CH:31]=[CH:30][C:29]=3[O:34][CH3:35])[CH2:22][CH2:21]2)=[N:15][CH:16]=[CH:17][N:18]=1)(C)(C)C.[OH-].[Na+]. The catalyst class is: 4. Product: [CH3:35][O:34][C:29]1[CH:30]=[CH:31][CH:32]=[CH:33][C:28]=1[CH2:27][C:26]([CH:23]1[CH2:22][CH2:21][N:20]([CH2:19][C:14]2[C:13](=[O:12])[NH:18][CH:17]=[CH:16][N:15]=2)[CH2:25][CH2:24]1)=[O:36].